From a dataset of Reaction yield outcomes from USPTO patents with 853,638 reactions. Predict the reaction yield, written as a fraction of the theoretical maximum amount of product (1.0 means a 100% yield; for example, 0.34 means a 34% yield). (1) The yield is 0.740. The product is [CH:33]1([C@@H:31]([NH:30][C:29]([C:28]2[C:27]3[C:22](=[CH:23][CH:24]=[CH:25][CH:26]=3)[N:21]=[C:20]([C:40]3[CH:41]=[CH:42][CH:43]=[CH:44][CH:45]=3)[C:19]=2[CH2:18][N:15]2[CH2:14][CH2:13][CH:12]([N:8]3[CH2:9][CH2:10][CH2:11][CH:6]([C:4]([OH:5])=[O:3])[CH2:7]3)[CH2:17][CH2:16]2)=[O:39])[CH3:32])[CH2:38][CH2:37][CH2:36][CH2:35][CH2:34]1. The reactants are C([O:3][C:4]([CH:6]1[CH2:11][CH2:10][CH2:9][N:8]([CH:12]2[CH2:17][CH2:16][N:15]([CH2:18][C:19]3[C:20]([C:40]4[CH:45]=[CH:44][CH:43]=[CH:42][CH:41]=4)=[N:21][C:22]4[C:27]([C:28]=3[C:29](=[O:39])[NH:30][C@H:31]([CH:33]3[CH2:38][CH2:37][CH2:36][CH2:35][CH2:34]3)[CH3:32])=[CH:26][CH:25]=[CH:24][CH:23]=4)[CH2:14][CH2:13]2)[CH2:7]1)=[O:5])C.C(O)C.[OH-].[Li+].OS([O-])(=O)=O.[K+]. The catalyst is O. (2) The reactants are [OH-].[Na+].[C@@H]1([N:12]2[CH:19]=[CH:18][C:16](=[O:17])[NH:15][C:13]2=[S:14])O[C@H](CO)[C@@H](O)[C@H]1O.CI.[C:22](O)(=O)C. The catalyst is O.C1COCC1. The product is [CH3:22][S:14][C:13]1[NH:15][C:16](=[O:17])[CH:18]=[CH:19][N:12]=1. The yield is 0.670. (3) The catalyst is O1CCCC1. The yield is 0.780. The product is [Cl:1][C:2]1[CH:3]=[C:4]([C:10](=[O:18])/[CH:11]=[CH:12]/[C:13]([C:19]2[CH:24]=[CH:23][CH:22]=[CH:21][CH:20]=2)=[O:15])[CH:5]=[CH:6][C:7]=1[O:8][CH3:9]. The reactants are [Cl:1][C:2]1[CH:3]=[C:4]([C:10](=[O:18])/[CH:11]=[CH:12]/[C:13]([O:15]CC)=O)[CH:5]=[CH:6][C:7]=1[O:8][CH3:9].[C:19]1([Mg]Br)[CH:24]=[CH:23][CH:22]=[CH:21][CH:20]=1.[Cl-].[NH4+]. (4) The reactants are [CH2:1]([O:8][C:9]([NH:11][C:12]1[C:13](=[O:45])[N:14]([CH2:18][C:19]([NH:21][CH:22]([C:31](=[O:44])[CH2:32][O:33][C:34](=[O:43])[C:35]2[C:40]([Cl:41])=[CH:39][CH:38]=[CH:37][C:36]=2[Cl:42])[CH2:23][C:24]([O:26]C(C)(C)C)=[O:25])=[O:20])[CH:15]=[CH:16][CH:17]=1)=[O:10])[C:2]1[CH:7]=[CH:6][CH:5]=[CH:4][CH:3]=1.FC(F)(F)C(O)=O. The catalyst is ClCCl. The product is [CH2:1]([O:8][C:9]([NH:11][C:12]1[C:13](=[O:45])[N:14]([CH2:18][C:19]([NH:21][CH:22]([C:31](=[O:44])[CH2:32][O:33][C:34](=[O:43])[C:35]2[C:40]([Cl:41])=[CH:39][CH:38]=[CH:37][C:36]=2[Cl:42])[CH2:23][C:24]([OH:26])=[O:25])=[O:20])[CH:15]=[CH:16][CH:17]=1)=[O:10])[C:2]1[CH:7]=[CH:6][CH:5]=[CH:4][CH:3]=1. The yield is 0.850. (5) The reactants are O=[C:2]1[C:11]2[C:10]([C:12](OCC)=O)=[CH:9][CH:8]=[CH:7][C:6]=2[NH:5][CH:4]([C:17]2[CH:22]=[CH:21][N:20]=[CH:19][CH:18]=2)[CH:3]1[C:23]1[CH:28]=[CH:27][CH:26]=[CH:25][CH:24]=1.[OH2:29].[NH2:30][NH2:31]. The catalyst is CO. The product is [C:23]1([CH:3]2[C:2]3=[N:30][NH:31][C:12](=[O:29])[C:10]4[CH:9]=[CH:8][CH:7]=[C:6]([C:11]=43)[NH:5][CH:4]2[C:17]2[CH:22]=[CH:21][N:20]=[CH:19][CH:18]=2)[CH:28]=[CH:27][CH:26]=[CH:25][CH:24]=1. The yield is 0.480.